From a dataset of Full USPTO retrosynthesis dataset with 1.9M reactions from patents (1976-2016). Predict the reactants needed to synthesize the given product. Given the product [C:10]([C:7]1[CH:8]=[CH:9][C:2]2[S:15][C:14]([C:13]([O:17][CH3:18])=[O:16])=[CH:4][C:3]=2[CH:6]=1)(=[O:12])[CH3:11], predict the reactants needed to synthesize it. The reactants are: F[C:2]1[CH:9]=[CH:8][C:7]([C:10](=[O:12])[CH3:11])=[CH:6][C:3]=1[CH:4]=O.[C:13]([O:17][CH3:18])(=[O:16])[CH2:14][SH:15].C(=O)([O-])[O-].[K+].[K+].CN(C)C=O.